From a dataset of Reaction yield outcomes from USPTO patents with 853,638 reactions. Predict the reaction yield, written as a fraction of the theoretical maximum amount of product (1.0 means a 100% yield; for example, 0.34 means a 34% yield). The reactants are [CH:1]1([C:6]([NH:8][NH:9][C:10](=O)[C:11]2[CH:16]=[CH:15][CH:14]=[CH:13][C:12]=2[N+:17]([O-:19])=[O:18])=O)[CH2:5][CH2:4][CH2:3][CH2:2]1.P12(SP3(SP(SP(S3)(S1)=S)(=S)S2)=S)=[S:22].C1(C)C=CC=CC=1. The catalyst is O. The product is [CH:1]1([C:6]2[S:22][C:10]([C:11]3[CH:16]=[CH:15][CH:14]=[CH:13][C:12]=3[N+:17]([O-:19])=[O:18])=[N:9][N:8]=2)[CH2:5][CH2:4][CH2:3][CH2:2]1. The yield is 0.690.